Dataset: Full USPTO retrosynthesis dataset with 1.9M reactions from patents (1976-2016). Task: Predict the reactants needed to synthesize the given product. (1) Given the product [NH2:29][S:26]([NH:2][CH2:3][CH2:4][NH:5][C:6]1[C:7]([C:11](=[N:12][OH:13])[NH:15][C:16]2[CH:17]=[CH:18][C:19]([F:24])=[C:20]([C:21]#[N:22])[CH:23]=2)=[N:8][O:9][N:10]=1)(=[O:28])=[O:27], predict the reactants needed to synthesize it. The reactants are: I.[NH2:2][CH2:3][CH2:4][NH:5][C:6]1[C:7]([C:11]2[N:15]([C:16]3[CH:17]=[CH:18][C:19]([F:24])=[C:20]([CH:23]=3)[C:21]#[N:22])C(=O)[O:13][N:12]=2)=[N:8][O:9][N:10]=1.[S:26](N)([NH2:29])(=[O:28])=[O:27].[OH-].[Na+].O. (2) Given the product [NH2:25][CH2:24][C@@H:21]1[CH2:22][CH2:23][N:19]([C:5]2[C:4]3[C:9](=[CH:10][CH:11]=[C:2]([F:1])[CH:3]=3)[N:8]=[C:7]([C:12]3[CH:17]=[CH:16][CH:15]=[CH:14][C:13]=3[OH:18])[N:6]=2)[CH2:20]1, predict the reactants needed to synthesize it. The reactants are: [F:1][C:2]1[CH:3]=[C:4]2[C:9](=[CH:10][CH:11]=1)[N:8]=[C:7]([C:12]1[CH:17]=[CH:16][CH:15]=[CH:14][C:13]=1[OH:18])[N:6]=[C:5]2[N:19]1[CH2:23][CH2:22][C@@H:21]([CH2:24][NH:25]C(=O)OCC2C=CC=CC=2)[CH2:20]1. (3) Given the product [CH3:11][C:3]1[CH:7]=[CH:8][CH:9]=[C:10]([CH2:5][Si:18]([CH2:23][CH3:24])([CH2:21][CH3:22])[CH2:19][CH3:20])[N:2]=1, predict the reactants needed to synthesize it. The reactants are: C[N:2]1[C:10]2[C:5](=C[CH:7]=[CH:8][CH:9]=2)C=[C:3]1[CH3:11].CC([O-])(C)C.[K+].[SiH:18]([CH2:23][CH3:24])([CH2:21][CH3:22])[CH2:19][CH3:20]. (4) Given the product [Br:24][CH2:2][C:3]1[CH:8]=[CH:7][C:6]([C:9]2[CH:14]=[CH:13][C:12]([C:15]([O:17][CH3:18])=[O:16])=[CH:11][CH:10]=2)=[C:5]([O:19][CH3:20])[CH:4]=1, predict the reactants needed to synthesize it. The reactants are: O[CH2:2][C:3]1[CH:8]=[CH:7][C:6]([C:9]2[CH:14]=[CH:13][C:12]([C:15]([O:17][CH3:18])=[O:16])=[CH:11][CH:10]=2)=[C:5]([O:19][CH3:20])[CH:4]=1.[Li+].[Br-].P(Br)(Br)[Br:24]. (5) Given the product [F:35][C:36]([F:41])([F:40])[C:37]([OH:39])=[O:38].[Cl:28][C:23]1[C:24]([C:25]([NH2:26])=[O:27])=[C:18]2[CH2:17][NH:16][CH2:21][CH2:20][N:19]2[C:22]=1[C:29]1[CH:34]=[CH:33][CH:32]=[CH:31][CH:30]=1, predict the reactants needed to synthesize it. The reactants are: C(OC(N1CCC(NC([N:16]2[CH2:21][CH2:20][N:19]3[C:22]([C:29]4[CH:34]=[CH:33][CH:32]=[CH:31][CH:30]=4)=[C:23]([Cl:28])[C:24]([C:25](=[O:27])[NH2:26])=[C:18]3[CH2:17]2)=O)CC1)=O)(C)C.[F:35][C:36]([F:41])([F:40])[C:37]([OH:39])=[O:38]. (6) The reactants are: [C:1]([O:5][C:6]([NH:8][CH2:9][C@@H:10]([OH:22])[CH2:11][P:12]([CH2:15][CH:16]1[CH2:21][CH2:20][CH2:19][CH2:18][CH2:17]1)(=[O:14])[OH:13])=[O:7])([CH3:4])([CH3:3])[CH3:2].[C:23]1(O)[CH:28]=[CH:27][CH:26]=[CH:25][CH:24]=1.C(N(CC)CC)C. Given the product [C:23]1([O:14][P:12]([CH2:11][C@H:10]([OH:22])[CH2:9][NH:8][C:6]([O:5][C:1]([CH3:4])([CH3:2])[CH3:3])=[O:7])([CH2:15][CH:16]2[CH2:17][CH2:18][CH2:19][CH2:20][CH2:21]2)=[O:13])[CH:28]=[CH:27][CH:26]=[CH:25][CH:24]=1, predict the reactants needed to synthesize it. (7) Given the product [CH3:1][CH:2]1[CH2:7][CH2:6][N:5]([CH2:11][C:12]2[CH:13]=[CH:14][C:15]([C:16]([NH:18][C:19]3[CH:24]=[CH:23][C:22]([O:25][C:26](=[O:35])[N:27]([CH3:34])[C:28]4[CH:33]=[CH:32][CH:31]=[CH:30][CH:29]=4)=[CH:21][CH:20]=3)=[O:17])=[CH:36][CH:37]=2)[CH2:4][CH2:3]1, predict the reactants needed to synthesize it. The reactants are: [CH3:1][CH:2]1[CH2:7][CH2:6][NH:5][CH2:4][CH2:3]1.[I-].[Na+].Cl[CH2:11][C:12]1[CH:37]=[CH:36][C:15]([C:16]([NH:18][C:19]2[CH:24]=[CH:23][C:22]([O:25][C:26](=[O:35])[N:27]([CH3:34])[C:28]3[CH:33]=[CH:32][CH:31]=[CH:30][CH:29]=3)=[CH:21][CH:20]=2)=[O:17])=[CH:14][CH:13]=1.O. (8) Given the product [Br:1][C:2]1[C:3]([NH:10][C:11]([CH3:22])([CH3:21])[CH2:12][NH:13][C:14](=[O:20])[O:15][C:16]([CH3:18])([CH3:17])[CH3:19])=[N:4][C:5]([Cl:8])=[N:6][CH:7]=1, predict the reactants needed to synthesize it. The reactants are: [Br:1][C:2]1[C:3](Cl)=[N:4][C:5]([Cl:8])=[N:6][CH:7]=1.[NH2:10][C:11]([CH3:22])([CH3:21])[CH2:12][NH:13][C:14](=[O:20])[O:15][C:16]([CH3:19])([CH3:18])[CH3:17].BrC1C(NCCNC(=O)OC(C)(C)C)=NC(Cl)=NC=1.